From a dataset of Reaction yield outcomes from USPTO patents with 853,638 reactions. Predict the reaction yield, written as a fraction of the theoretical maximum amount of product (1.0 means a 100% yield; for example, 0.34 means a 34% yield). (1) The reactants are [CH3:1][O:2][CH2:3][C:4]1[N:5]=[C:6]([NH:18][C:19](=[O:21])[CH3:20])[S:7][C:8]=1[C:9]1[S:10][C:11]2[CH:12]=[N:13][CH:14]=[CH:15][C:16]=2[N:17]=1.C([O-])([O-])=O.[Cs+].[Cs+].[Cl:28][C:29]1[CH:30]=[C:31]([CH:48]=[CH:49][CH:50]=1)[CH2:32][CH:33]1[CH2:35][N@@:34]1S(C1C=CC([N+]([O-])=O)=CC=1)(=O)=O.C([O-])([O-])=O.[K+].[K+].SCCO. The catalyst is C(Cl)Cl.CO.CN(C=O)C. The product is [NH2:34][C@@H:33]([CH2:32][C:31]1[CH:48]=[CH:49][CH:50]=[C:29]([Cl:28])[CH:30]=1)[CH2:35][N:18]([C:6]1[S:7][C:8]([C:9]2[S:10][C:11]3[CH:12]=[N:13][CH:14]=[CH:15][C:16]=3[N:17]=2)=[C:4]([CH2:3][O:2][CH3:1])[N:5]=1)[C:19](=[O:21])[CH3:20]. The yield is 0.607. (2) The reactants are [Br-].[NH+]1C=CC=CC=1.C[O:9][C:10]1[C:16]2[CH:17]=[CH:18][CH:19]=[CH:20][C:15]=2[NH:14][C:13]2[CH:21]=[CH:22][CH:23]=[CH:24][C:12]=2[CH:11]=1.[O:25]([C:27]#[N:28])[Na].Cl. The catalyst is C1(C)C=CC=CC=1.O. The product is [CH:23]1[CH:22]=[CH:21][C:13]2[N:14]([C:27]([NH2:28])=[O:25])[C:15]3[CH:20]=[CH:19][CH:18]=[CH:17][C:16]=3[C:10](=[O:9])[CH2:11][C:12]=2[CH:24]=1. The yield is 0.580.